From a dataset of Full USPTO retrosynthesis dataset with 1.9M reactions from patents (1976-2016). Predict the reactants needed to synthesize the given product. (1) Given the product [C:1]([C:5]1[N:6]=[C:7]([N:16]2[CH2:20][CH2:19][C:18]([F:21])([F:22])[CH2:17]2)[C:8]2[N:13]=[N:12][N:11]([CH2:14][C:15]3[CH:50]=[C:49]([F:51])[CH:48]=[CH:47][C:46]=3[Cl:52])[C:9]=2[N:10]=1)([CH3:2])([CH3:3])[CH3:4], predict the reactants needed to synthesize it. The reactants are: [C:1]([C:5]1[N:6]=[C:7]([N:16]2[CH2:20][CH2:19][C:18]([F:22])([F:21])[CH2:17]2)[C:8]2[N:13]=[N:12][N:11]([CH2:14][CH3:15])[C:9]=2[N:10]=1)([CH3:4])([CH3:3])[CH3:2].C(C1N=C(N2CCC(F)(F)C2)C2N=NNC=2N=1)(C)(C)C.BrCC1[CH:50]=[C:49]([F:51])[CH:48]=[CH:47][C:46]=1[Cl:52]. (2) The reactants are: [CH3:1][O:2][C:3]1[CH:8]=[C:7]([CH3:9])[C:6]([S:10]([N:13]([CH2:15][C:16]2[O:20][C:19]([C:21]([O:23]C)=O)=[N:18][N:17]=2)[CH3:14])(=[O:12])=[O:11])=[C:5]([CH3:25])[CH:4]=1.[NH:26]1[CH2:30][CH2:29][N:28]=[C:27]1[C:31]1[CH:36]=[CH:35][C:34]([CH2:37][CH2:38][NH:39][CH3:40])=[CH:33][CH:32]=1.C[Al](C)C. Given the product [NH:28]1[CH2:29][CH2:30][N:26]=[C:27]1[C:31]1[CH:32]=[CH:33][C:34]([CH2:37][CH2:38][N:39]([CH3:40])[C:21]([C:19]2[O:20][C:16]([CH2:15][N:13]([S:10]([C:6]3[C:7]([CH3:9])=[CH:8][C:3]([O:2][CH3:1])=[CH:4][C:5]=3[CH3:25])(=[O:11])=[O:12])[CH3:14])=[N:17][N:18]=2)=[O:23])=[CH:35][CH:36]=1, predict the reactants needed to synthesize it. (3) Given the product [C:1]([C@@H:3]([NH:23][C:24]([C@@H:26]1[CH2:32][NH:31][CH2:30][CH2:29][CH2:28][O:27]1)=[O:25])[CH2:4][C:5]1[CH:10]=[CH:9][C:8]([C:11]2[CH:12]=[C:13]3[C:18](=[CH:19][CH:20]=2)[NH:17][CH2:16][C:15](=[O:21])[N:14]3[CH3:22])=[CH:7][CH:6]=1)#[N:2], predict the reactants needed to synthesize it. The reactants are: [C:1]([C@@H:3]([NH:23][C:24]([C@@H:26]1[CH2:32][N:31](C(OC(C)(C)C)=O)[CH2:30][CH2:29][CH2:28][O:27]1)=[O:25])[CH2:4][C:5]1[CH:10]=[CH:9][C:8]([C:11]2[CH:12]=[C:13]3[C:18](=[CH:19][CH:20]=2)[NH:17][CH2:16][C:15](=[O:21])[N:14]3[CH3:22])=[CH:7][CH:6]=1)#[N:2]. (4) Given the product [Cl:1][C:2]1[CH:3]=[CH:4][C:5](=[O:8])[N:6]([C:10]2[CH:15]=[CH:14][C:13]([CH3:16])=[CH:12][N:11]=2)[CH:7]=1, predict the reactants needed to synthesize it. The reactants are: [Cl:1][C:2]1[CH:3]=[CH:4][C:5]([OH:8])=[N:6][CH:7]=1.Br[C:10]1[CH:15]=[CH:14][C:13]([CH3:16])=[CH:12][N:11]=1.C([O-])([O-])=O.[K+].[K+]. (5) Given the product [Cl:1][C:2]1[CH:3]=[CH:4][C:5]2[C:6]3[C:11]([CH:12]([CH3:27])[N:13]([S:16]([C:19]4[CH:20]=[C:21]([OH:25])[CH:22]=[CH:23][CH:24]=4)(=[O:18])=[O:17])[C:14]=2[CH:15]=1)=[CH:10][CH:9]=[CH:8][CH:7]=3, predict the reactants needed to synthesize it. The reactants are: [Cl:1][C:2]1[CH:3]=[CH:4][C:5]2[C:6]3[C:11]([CH:12]([CH3:27])[N:13]([S:16]([C:19]4[CH:24]=[CH:23][CH:22]=[C:21]([O:25]C)[CH:20]=4)(=[O:18])=[O:17])[C:14]=2[CH:15]=1)=[CH:10][CH:9]=[CH:8][CH:7]=3.C1CCCCC=1.B(Br)(Br)Br. (6) Given the product [CH3:8][C:5]1[N:6]=[N:7][CH:2]=[CH:3][C:4]=1[O:9][C:10]1[C:11]([NH2:16])=[N:12][CH:13]=[CH:14][CH:15]=1, predict the reactants needed to synthesize it. The reactants are: Cl[C:2]1[N:7]=[N:6][C:5]([CH3:8])=[C:4]([O:9][C:10]2[C:11]([NH2:16])=[N:12][CH:13]=[CH:14][CH:15]=2)[CH:3]=1.C([O-])=O.[NH4+].